This data is from Reaction yield outcomes from USPTO patents with 853,638 reactions. The task is: Predict the reaction yield, written as a fraction of the theoretical maximum amount of product (1.0 means a 100% yield; for example, 0.34 means a 34% yield). (1) The yield is 0.727. The product is [Cl:1][C:2]1[CH:7]=[C:6]([Cl:8])[CH:5]=[CH:4][C:3]=1[CH2:9][NH:10][C:15](=[NH:18])[CH:14]([O:19][CH2:20][CH3:21])[O:13][CH2:11][CH3:12]. The catalyst is CO. The reactants are [Cl:1][C:2]1[CH:7]=[C:6]([Cl:8])[CH:5]=[CH:4][C:3]=1[CH2:9][NH2:10].[CH2:11]([O:13][CH:14]([O:19][CH2:20][CH3:21])[C:15](=[NH:18])OC)[CH3:12]. (2) The reactants are [C:1](=[O:18])([O:10][N:11]1[C:15](=[O:16])[CH2:14][CH2:13][C:12]1=[O:17])ON1C(=O)CCC1=O.[C:19]([NH:29][CH:30]([CH2:34][CH2:35][CH2:36][CH3:37])C(O)=O)(=[O:28])[CH2:20][CH2:21][C:22]1[CH:27]=[CH:26][CH:25]=[CH:24][CH:23]=1.N1C=CC=CC=1.C(OCC)(=O)C. The catalyst is C(#N)C. The product is [CH2:13]1[C:12](=[O:17])[N:11]([O:10][C:1]([CH2:37][CH2:36][CH2:35][CH2:34][CH2:30][NH:29][C:19]([CH2:20][CH2:21][C:22]2[CH:27]=[CH:26][CH:25]=[CH:24][CH:23]=2)=[O:28])=[O:18])[C:15](=[O:16])[CH2:14]1. The yield is 0.720. (3) The yield is 0.670. The reactants are [CH2:1]([C:3]1[CH:8]=[CH:7][C:6]([C@H:9]2[CH2:14][C@@H:13]([C:15]([F:18])([F:17])[F:16])[N:12]3[N:19]=[CH:20][C:21]([C:22]([OH:24])=O)=[C:11]3[NH:10]2)=[CH:5][CH:4]=1)[CH3:2].CN(C(ON1N=NC2C=CC=NC1=2)=[N+](C)C)C.F[P-](F)(F)(F)(F)F.C(N(CC)C(C)C)(C)C.[CH2:58]([NH2:68])[C:59]1[CH:67]=[CH:66][C:65]2[O:64][CH2:63][O:62][C:61]=2[CH:60]=1. No catalyst specified. The product is [O:64]1[C:65]2[CH:66]=[CH:67][C:59]([CH2:58][NH:68][C:22]([C:21]3[CH:20]=[N:19][N:12]4[C@H:13]([C:15]([F:16])([F:18])[F:17])[CH2:14][C@H:9]([C:6]5[CH:7]=[CH:8][C:3]([CH2:1][CH3:2])=[CH:4][CH:5]=5)[NH:10][C:11]=34)=[O:24])=[CH:60][C:61]=2[O:62][CH2:63]1. (4) The reactants are O[C:2]1[CH:3]=[C:4]2[C:9](=[CH:10][CH:11]=1)[N:8]=[C:7]([C:12]1[CH:13]=[N:14][CH:15]=[CH:16][CH:17]=1)[N:6]=[C:5]2[NH:18][C:19]1[CH:27]=[CH:26][CH:25]=[CH:24][C:20]=1[C:21]([NH2:23])=[O:22].Cl.Cl[CH2:30][CH2:31][N:32]([CH3:34])[CH3:33].C(=O)([O-])[O-:36].[Cs+].[Cs+]. The catalyst is CN(C=O)C.O. The product is [CH3:33][N:32]([CH3:34])[CH2:31][CH2:30][O:36][N:18]([C:5]1[C:4]2[C:9](=[CH:10][CH:11]=[CH:2][CH:3]=2)[N:8]=[C:7]([C:12]2[CH:13]=[N:14][CH:15]=[CH:16][CH:17]=2)[N:6]=1)[C:19]1[C:20]([C:21]([NH2:23])=[O:22])=[CH:24][CH:25]=[CH:26][CH:27]=1. The yield is 0.400. (5) The catalyst is O1CCCC1.CN1CCOCC1. The reactants are [C:1]([NH:8][C@@H:9]([C:19]([OH:21])=O)[CH2:10][O:11][CH2:12][C:13]1[CH:18]=[CH:17][CH:16]=[CH:15][CH:14]=1)([O:3][C:4]([CH3:7])([CH3:6])[CH3:5])=[O:2].[CH2:22]([NH2:29])[C:23]1[CH:28]=[CH:27][CH:26]=[CH:25][CH:24]=1. The product is [CH2:22]([NH:29][C:19](=[O:21])[C@@H:9]([CH2:10][O:11][CH2:12][C:13]1[CH:14]=[CH:15][CH:16]=[CH:17][CH:18]=1)[NH:8][C:1]([O:3][C:4]([CH3:5])([CH3:6])[CH3:7])=[O:2])[C:23]1[CH:28]=[CH:27][CH:26]=[CH:25][CH:24]=1. The yield is 0.500. (6) The reactants are [C:1]([C:5]1[C:14]2[CH:13]=[C:12]([NH:15][C:16]3[CH:26]=[CH:25][C:19]([C:20]([O:22][CH2:23][CH3:24])=[O:21])=[CH:18][CH:17]=3)[C:11]([CH3:27])=[CH:10][C:9]=2[C:8]([CH3:29])([CH3:28])[CH2:7][CH:6]=1)([CH3:4])([CH3:3])[CH3:2].[CH:30](=O)[CH3:31]. No catalyst specified. The product is [CH2:30]([N:15]([C:12]1[C:11]([CH3:27])=[CH:10][C:9]2[C:8]([CH3:28])([CH3:29])[CH2:7][CH:6]=[C:5]([C:1]([CH3:4])([CH3:3])[CH3:2])[C:14]=2[CH:13]=1)[C:16]1[CH:17]=[CH:18][C:19]([C:20]([O:22][CH2:23][CH3:24])=[O:21])=[CH:25][CH:26]=1)[CH3:31]. The yield is 0.750. (7) The reactants are [Cl:1][C:2]1[CH:7]=[CH:6][C:5]([C:8]2[CH:13]=[CH:12][C:11]([CH3:14])=[C:10]([CH2:15][C:16]([OH:18])=O)[CH:9]=2)=[CH:4][CH:3]=1.S(Cl)([Cl:21])=O. No catalyst specified. The product is [Cl:1][C:2]1[CH:7]=[CH:6][C:5]([C:8]2[CH:13]=[CH:12][C:11]([CH3:14])=[C:10]([CH2:15][C:16]([Cl:21])=[O:18])[CH:9]=2)=[CH:4][CH:3]=1. The yield is 1.00. (8) The reactants are [CH3:1][C:2]1[C:7]([CH:8]([S:18]([C:21]2[CH:26]=[CH:25][C:24]([C:27]([F:30])([F:29])[F:28])=[CH:23][CH:22]=2)(=[O:20])=[O:19])[C:9]2[C:14]([F:15])=[CH:13][CH:12]=[C:11]([F:16])[C:10]=2[F:17])=[CH:6][N:5]=[C:4]([C:31]([NH2:33])=[O:32])[CH:3]=1.C=O.[OH-].[Na+].[C:38](OCC)(=[O:40])C. The catalyst is COCCOC. The product is [OH:40][CH2:38][NH:33][C:31]([C:4]1[CH:3]=[C:2]([CH3:1])[C:7]([CH:8]([S:18]([C:21]2[CH:22]=[CH:23][C:24]([C:27]([F:30])([F:28])[F:29])=[CH:25][CH:26]=2)(=[O:20])=[O:19])[C:9]2[C:14]([F:15])=[CH:13][CH:12]=[C:11]([F:16])[C:10]=2[F:17])=[CH:6][N:5]=1)=[O:32]. The yield is 0.770.